Dataset: Experimentally validated miRNA-target interactions with 360,000+ pairs, plus equal number of negative samples. Task: Binary Classification. Given a miRNA mature sequence and a target amino acid sequence, predict their likelihood of interaction. The miRNA is hsa-miR-10b-3p with sequence ACAGAUUCGAUUCUAGGGGAAU. The protein sequence of the target gene is MKMSIRTPPRLLELAGRSVLRDQALAMSTLEELPTELFPPLFMEAFSRRRCEALKLMVQAWPFRRLPLRPLIKMPCLETFQAVLNGLDALLTHGVRPRRWKLQVLDLQDVCENFWMVWSEAMARGCFLNAKRNKKPVQDCPRMRGRQPLTVFVELWLKNRTLDEHLTCLLLWVKQRKDLLHLCCKKLKILGMPFRNIRSILKMVNLDCIQEVEVNCKWVLPILTQFTPYLGHMRNLQKLVLSHMDVSRYVSPEQKKEIVTQFTTQFLKLHCLQKLYMNSVSFLEGHLDQLLSCLKTSLKV.... Result: 1 (interaction).